This data is from NCI-60 drug combinations with 297,098 pairs across 59 cell lines. The task is: Regression. Given two drug SMILES strings and cell line genomic features, predict the synergy score measuring deviation from expected non-interaction effect. Drug 1: CC=C1C(=O)NC(C(=O)OC2CC(=O)NC(C(=O)NC(CSSCCC=C2)C(=O)N1)C(C)C)C(C)C. Drug 2: C1CNP(=O)(OC1)N(CCCl)CCCl. Cell line: HCC-2998. Synergy scores: CSS=74.9, Synergy_ZIP=1.21, Synergy_Bliss=-0.0117, Synergy_Loewe=6.26, Synergy_HSA=3.51.